Task: Predict which catalyst facilitates the given reaction.. Dataset: Catalyst prediction with 721,799 reactions and 888 catalyst types from USPTO (1) Product: [Cl:1][C:2]1[C:7]([CH:8]=[O:9])=[C:6]([OH:10])[CH:5]=[C:4]([OH:12])[CH:3]=1. The catalyst class is: 4. Reactant: [Cl:1][C:2]1[C:7]([CH:8]=[O:9])=[C:6]([O:10]C)[CH:5]=[C:4]([O:12]C)[CH:3]=1.B(Br)(Br)Br. (2) Reactant: [Br:1][C:2]1[CH:3]=[C:4]([C:9]2[C:10]([C:14]3[CH:19]=[CH:18][CH:17]=[C:16]([CH3:20])[N:15]=3)=[N:11][NH:12][CH:13]=2)[CH:5]=[CH:6][C:7]=1[F:8].[H-].[Na+].I[CH3:24].[Cl-].[NH4+]. Product: [Br:1][C:2]1[CH:3]=[C:4]([C:9]2[C:10]([C:14]3[CH:19]=[CH:18][CH:17]=[C:16]([CH3:20])[N:15]=3)=[N:11][N:12]([CH3:24])[CH:13]=2)[CH:5]=[CH:6][C:7]=1[F:8]. The catalyst class is: 9. (3) Reactant: [CH:1]1([N:6]2[C:14]3[CH:13]=[CH:12][N:11]=[C:10]([O:15][CH3:16])[C:9]=3[C:8]([C:17]3[CH:18]=[C:19]([C:22]([NH2:24])=[O:23])[S:20][CH:21]=3)=[N:7]2)[CH2:5][CH2:4][CH2:3][CH2:2]1.[Cl:25]N1C(=O)CCC1=O.O. Product: [Cl:25][C:13]1[C:14]2[N:6]([CH:1]3[CH2:2][CH2:3][CH2:4][CH2:5]3)[N:7]=[C:8]([C:17]3[CH:18]=[C:19]([C:22]([NH2:24])=[O:23])[S:20][CH:21]=3)[C:9]=2[C:10]([O:15][CH3:16])=[N:11][CH:12]=1. The catalyst class is: 3. (4) Reactant: [C:1]([C:3]1[CH:8]=[CH:7][CH:6]=[C:5](SC)[N:4]=1)#[N:2].[C:11]1(=O)NC(=O)CC1.Cl[O-].[Na+].[S:21]([O-:24])([O-])=[O:22].[Na+].[Na+]. Product: [C:1]([C:3]1[CH:8]=[CH:7][CH:6]=[C:5]([S:21]([CH3:11])(=[O:24])=[O:22])[N:4]=1)#[N:2]. The catalyst class is: 69. (5) Reactant: [CH3:1][O:2][C:3]1[CH:8]=[C:7]([CH2:9][CH2:10][N+:11]([O-])=O)[CH:6]=[CH:5][C:4]=1[OH:14].O.NN. Product: [NH2:11][CH2:10][CH2:9][C:7]1[CH:6]=[CH:5][C:4]([OH:14])=[C:3]([O:2][CH3:1])[CH:8]=1. The catalyst class is: 171. (6) Reactant: [Cl:1][C:2]1[CH:7]=[CH:6][C:5]([N:8]2[CH:12]=[CH:11][C:10]([C:13]([O:15][CH2:16][CH3:17])=[O:14])=[C:9]2[C:18]2[CH:23]=[CH:22][C:21]([C:24]#[N:25])=[CH:20][C:19]=2[CH3:26])=[C:4]([O:27][CH3:28])[CH:3]=1.[OH-].[Na+].OO.CC[O:35]C(C)=O. Product: [C:24]([C:21]1[CH:22]=[CH:23][C:18]([C:9]2[N:8]([C:5]3[CH:6]=[CH:7][C:2]([Cl:1])=[CH:3][C:4]=3[O:27][CH3:28])[CH:12]=[CH:11][C:10]=2[C:13]([O:15][CH2:16][CH3:17])=[O:14])=[C:19]([CH3:26])[CH:20]=1)(=[O:35])[NH2:25]. The catalyst class is: 376. (7) Product: [OH:10][C:11]1[CH:23]=[CH:22][C:14]2[C@H:15]([CH2:18][C:19]([O:21][CH3:1])=[O:20])[CH2:16][O:17][C:13]=2[CH:12]=1. The catalyst class is: 442. Reactant: [C:1]1([C@H](N)C)C=CC=CC=1.[OH:10][C:11]1[CH:23]=[CH:22][C:14]2[C@H:15]([CH2:18][C:19]([OH:21])=[O:20])[CH2:16][O:17][C:13]=2[CH:12]=1.S(=O)(=O)(O)O.CCCCCCC. (8) Reactant: [CH2:1]1[C:9]2[C:4](=[CH:5][CH:6]=[CH:7][CH:8]=2)[CH2:3][CH:2]1[N:10]1[C:18]([S:19]([CH2:21][CH2:22][CH2:23][OH:24])=[O:20])=[C:17]2[C:12]([N:13]([CH:28]([CH3:30])[CH3:29])[C:14](=[O:27])[N:15]([CH3:26])[C:16]2=[O:25])=[CH:11]1.ClC1C=C(C=CC=1)C(OO)=[O:36].O.S(S([O-])=O)([O-])(=O)=O.[Na+].[Na+]. The catalyst class is: 4. Product: [CH2:1]1[C:9]2[C:4](=[CH:5][CH:6]=[CH:7][CH:8]=2)[CH2:3][CH:2]1[N:10]1[C:18]([S:19]([CH2:21][CH2:22][CH2:23][OH:24])(=[O:36])=[O:20])=[C:17]2[C:12]([N:13]([CH:28]([CH3:30])[CH3:29])[C:14](=[O:27])[N:15]([CH3:26])[C:16]2=[O:25])=[CH:11]1.